From a dataset of Reaction yield outcomes from USPTO patents with 853,638 reactions. Predict the reaction yield, written as a fraction of the theoretical maximum amount of product (1.0 means a 100% yield; for example, 0.34 means a 34% yield). (1) The reactants are [H-].[Na+].[Cl:3][C:4]1[CH:9]=[CH:8][C:7]([C:10]2[NH:14][CH:13]=[C:12]([C:15]([O:17][CH2:18][CH3:19])=[O:16])[C:11]=2[CH3:20])=[CH:6][CH:5]=1.[CH3:21]I. The product is [Cl:3][C:4]1[CH:9]=[CH:8][C:7]([C:10]2[N:14]([CH3:21])[CH:13]=[C:12]([C:15]([O:17][CH2:18][CH3:19])=[O:16])[C:11]=2[CH3:20])=[CH:6][CH:5]=1. The catalyst is C1COCC1. The yield is 0.661. (2) The reactants are C([O:3][C:4](=[O:16])[C:5]([CH3:15])([CH3:14])[CH2:6][C:7]1[CH:12]=[CH:11][C:10]([F:13])=[CH:9][CH:8]=1)C.[OH-].[Na+].Cl. The catalyst is O. The product is [F:13][C:10]1[CH:9]=[CH:8][C:7]([CH2:6][C:5]([CH3:15])([CH3:14])[C:4]([OH:16])=[O:3])=[CH:12][CH:11]=1. The yield is 0.870.